This data is from Forward reaction prediction with 1.9M reactions from USPTO patents (1976-2016). The task is: Predict the product of the given reaction. (1) Given the reactants C([O:5][C:6](=[O:36])[C:7]([NH:10][C:11]([C:13]1[CH:22]=[C:21]([Cl:23])[C:20]2[C:15](=[CH:16][CH:17]=[CH:18][CH:19]=2)[C:14]=1[O:24][CH2:25][C:26]1[CH:27]=[N:28][C:29]([C:32]([F:35])([F:34])[F:33])=[N:30][CH:31]=1)=[O:12])([CH3:9])[CH3:8])(C)(C)C.FC(F)(F)C(O)=O, predict the reaction product. The product is: [Cl:23][C:21]1[C:20]2[C:15](=[CH:16][CH:17]=[CH:18][CH:19]=2)[C:14]([O:24][CH2:25][C:26]2[CH:31]=[N:30][C:29]([C:32]([F:34])([F:35])[F:33])=[N:28][CH:27]=2)=[C:13]([C:11]([NH:10][C:7]([CH3:9])([CH3:8])[C:6]([OH:36])=[O:5])=[O:12])[CH:22]=1. (2) The product is: [F:27][C:26]([F:28])([F:29])[C:25]([C:22]1[CH:21]=[CH:20][C:19]([O:18][CH:7]([C:1]2[CH:6]=[CH:5][CH:4]=[CH:3][CH:2]=2)[CH2:8][O:9][C:10]2[CH:17]=[CH:16][C:13]([CH2:14][OH:15])=[CH:12][CH:11]=2)=[CH:24][CH:23]=1)([OH:34])[C:30]([F:31])([F:33])[F:32]. Given the reactants [C:1]1([CH:7]([O:18][C:19]2[CH:24]=[CH:23][C:22]([C:25]([OH:34])([C:30]([F:33])([F:32])[F:31])[C:26]([F:29])([F:28])[F:27])=[CH:21][CH:20]=2)[CH2:8][O:9][C:10]2[CH:17]=[CH:16][C:13]([CH:14]=[O:15])=[CH:12][CH:11]=2)[CH:6]=[CH:5][CH:4]=[CH:3][CH:2]=1.C1COCC1.CCO.[BH4-].[Na+].O, predict the reaction product. (3) Given the reactants [C:1]([O:5][C:6]([N:8]1[C:12]2=[C:13]([N+:28]([O-])=O)[C:14]([NH:19][C:20]3[CH:25]=[CH:24][C:23]([Br:26])=[CH:22][C:21]=3[F:27])=[C:15]([CH3:18])[C:16](=[O:17])[N:11]2[CH2:10][CH2:9]1)=[O:7])([CH3:4])([CH3:3])[CH3:2].[NH4+].[Cl-].C(OC(=O)C)C, predict the reaction product. The product is: [C:1]([O:5][C:6]([N:8]1[C:12]2=[C:13]([NH2:28])[C:14]([NH:19][C:20]3[CH:25]=[CH:24][C:23]([Br:26])=[CH:22][C:21]=3[F:27])=[C:15]([CH3:18])[C:16](=[O:17])[N:11]2[CH2:10][CH2:9]1)=[O:7])([CH3:2])([CH3:3])[CH3:4]. (4) Given the reactants [C:1]([O:5][C:6]([N:8]1[CH2:13][CH2:12][N:11]([C:14]2[CH:19]=[CH:18][C:17]([Br:20])=[C:16]([CH3:21])[C:15]=2[N+:22]([O-])=O)[CH2:10][CH2:9]1)=[O:7])([CH3:4])([CH3:3])[CH3:2].C(O)(=O)C.C1COCC1, predict the reaction product. The product is: [NH2:22][C:15]1[C:16]([CH3:21])=[C:17]([Br:20])[CH:18]=[CH:19][C:14]=1[N:11]1[CH2:12][CH2:13][N:8]([C:6]([O:5][C:1]([CH3:4])([CH3:3])[CH3:2])=[O:7])[CH2:9][CH2:10]1. (5) Given the reactants [NH2:1][C:2]1[N:3]=[CH:4][S:5][C:6]=1[C:7]([NH:9][C:10]1[CH:20]=[CH:19][C:13]2[O:14][C:15]([F:18])([F:17])[O:16][C:12]=2[CH:11]=1)=[O:8].[C:21]([O:24][CH2:25][C:26]([NH:28][C:29]1[CH:34]=[C:33]([CH2:35]Cl)[CH:32]=[CH:31][N:30]=1)=[O:27])(=[O:23])[CH3:22].CS(OCC1C=CN=C(C(NC)=O)C=1)(=O)=O, predict the reaction product. The product is: [C:21]([O:24][CH2:25][C:26]([NH:28][C:29]1[CH:34]=[C:33]([CH2:35][NH:1][C:2]2[N:3]=[CH:4][S:5][C:6]=2[C:7]([NH:9][C:10]2[CH:20]=[CH:19][C:13]3[O:14][C:15]([F:18])([F:17])[O:16][C:12]=3[CH:11]=2)=[O:8])[CH:32]=[CH:31][N:30]=1)=[O:27])(=[O:23])[CH3:22]. (6) Given the reactants [Cl:1][C:2]1[CH:10]=[C:9]2[C:5]([CH:6]=[CH:7][NH:8]2)=[CH:4][C:3]=1B1OCC(C)(C)CO1.[C:19](=O)([O-])[O-:20].[K+].[K+].Br[C:26]1[CH:31]=[CH:30][C:29]([CH2:32][C:33]([N:35]2[CH2:40][CH2:39][O:38][CH2:37][CH2:36]2)=[O:34])=[CH:28][CH:27]=1.O, predict the reaction product. The product is: [Cl:1][C:2]1[CH:10]=[C:9]2[C:5]([C:6]([CH:19]=[O:20])=[CH:7][NH:8]2)=[CH:4][C:3]=1[C:26]1[CH:31]=[CH:30][C:29]([CH2:32][C:33]([N:35]2[CH2:40][CH2:39][O:38][CH2:37][CH2:36]2)=[O:34])=[CH:28][CH:27]=1. (7) Given the reactants [CH2:1]1[C:10]2[C:5](=[CH:6][CH:7]=[CH:8][C:9]=2[C:11](OC)=[O:12])[CH2:4][CH2:3][C:2]21[O:18][CH2:17][CH2:16][O:15]2.CC(C[AlH]CC(C)C)C, predict the reaction product. The product is: [CH2:1]1[C:10]2[C:5](=[CH:6][CH:7]=[CH:8][C:9]=2[CH2:11][OH:12])[CH2:4][CH2:3][C:2]21[O:15][CH2:16][CH2:17][O:18]2. (8) Given the reactants [Br:1][C:2]1[CH:11]=[C:10]2[C:5]([CH:6]=[CH:7][C:8]([C@H:12]([NH:14][C:15]([C@@H:17]3[CH2:22][CH2:21][CH2:20][N:19]([C:23](=[O:43])[C@@H:24]([NH:26][C:27](=[O:42])[C@@H:28]([NH:32][C:33](=[O:41])[C:34]([CH2:38][CH2:39]O)([CH3:37])[CH:35]=[CH2:36])[CH:29]([CH3:31])[CH3:30])[CH3:25])[NH:18]3)=[O:16])[CH3:13])=[N:9]2)=[CH:4][CH:3]=1.C1(C)C=CC(S(Cl)(=O)=O)=CC=1, predict the reaction product. The product is: [Br:1][C:2]1[CH:11]=[C:10]2[C:5]([CH:6]=[CH:7][C:8]([C@H:12]([NH:14][C:15]([C@@H:17]3[CH2:22][CH2:21][CH2:20][N:19]([C:23](=[O:43])[C@@H:24]([NH:26][C:27](=[O:42])[C@@H:28]([N:32]4[CH2:36][CH2:35][C:34]([CH3:37])([CH:38]=[CH2:39])[C:33]4=[O:41])[CH:29]([CH3:31])[CH3:30])[CH3:25])[NH:18]3)=[O:16])[CH3:13])=[N:9]2)=[CH:4][CH:3]=1. (9) Given the reactants [Br:1][C:2]1[CH:7]=[CH:6][C:5]([CH:8]2[C:14](=[O:15])[CH:13]3[CH2:16][CH:10]([CH2:11][CH2:12]3)[C:9]2=[O:17])=[C:4]([CH3:18])[CH:3]=1.[C:19](=O)([O-])[O-].[K+].[K+].IC, predict the reaction product. The product is: [Br:1][C:2]1[CH:7]=[CH:6][C:5]([C:8]2[C:14](=[O:15])[CH:13]3[CH2:16][CH:10]([C:9]=2[O:17][CH3:19])[CH2:11][CH2:12]3)=[C:4]([CH3:18])[CH:3]=1.